This data is from Catalyst prediction with 721,799 reactions and 888 catalyst types from USPTO. The task is: Predict which catalyst facilitates the given reaction. (1) Reactant: [Cl:1][CH2:2][C:3](=O)[CH2:4][C:5]1[CH:10]=[CH:9][C:8]([F:11])=[CH:7][C:6]=1[F:12].[BH4-].[Na+].C[OH:17]. Product: [Cl:1][CH2:2][CH2:3][CH:4]([C:5]1[CH:10]=[CH:9][C:8]([F:11])=[CH:7][C:6]=1[F:12])[OH:17]. The catalyst class is: 625. (2) Reactant: [NH2:1][C:2]1[CH:7]=[CH:6][C:5]([N:8]2[C:14](=[O:15])[CH2:13][C:12](=[O:16])[NH:11][C:10]3[C:17]4[C:22]([CH:23]=[CH:24][C:9]2=3)=[CH:21][CH:20]=[CH:19][CH:18]=4)=[CH:4][CH:3]=1.[N:25]1[CH:30]=[CH:29][CH:28]=[CH:27][C:26]=1[O:31][CH2:32][C:33](O)=[O:34].CN(C(ON1N=NC2C=CC=NC1=2)=[N+](C)C)C.F[P-](F)(F)(F)(F)F.C(N(CC)CC)C. Product: [N:25]1[CH:30]=[CH:29][CH:28]=[CH:27][C:26]=1[O:31][CH2:32][C:33]([NH:1][C:2]1[CH:7]=[CH:6][C:5]([N:8]2[C:14](=[O:15])[CH2:13][C:12](=[O:16])[NH:11][C:10]3[C:17]4[C:22]([CH:23]=[CH:24][C:9]2=3)=[CH:21][CH:20]=[CH:19][CH:18]=4)=[CH:4][CH:3]=1)=[O:34]. The catalyst class is: 145. (3) Reactant: [CH3:1][C:2]([CH3:15])([CH3:14])[CH2:3][N:4]1[C:8]2[CH:9]=[CH:10][C:11]([OH:13])=[CH:12][C:7]=2[N:6]=[N:5]1.[Br-:16].[Br-].[Br-].[NH+]1C=CC=CC=1.[NH+]1C=CC=CC=1.[NH+]1C=CC=CC=1. Product: [Br:16][C:12]1[C:7]2[N:6]=[N:5][N:4]([CH2:3][C:2]([CH3:15])([CH3:14])[CH3:1])[C:8]=2[CH:9]=[CH:10][C:11]=1[OH:13]. The catalyst class is: 22.